Dataset: Full USPTO retrosynthesis dataset with 1.9M reactions from patents (1976-2016). Task: Predict the reactants needed to synthesize the given product. (1) Given the product [CH3:23][C:22]([CH3:25])([CH3:24])[C:21]([NH:1][C:2]1[N:6]([CH2:7][C:8]2[CH:13]=[CH:12][CH:11]=[CH:10][C:9]=2[C:14]([F:17])([F:16])[F:15])[N:5]=[CH:4][C:3]=1[C:18]([NH2:20])=[O:19])=[O:26], predict the reactants needed to synthesize it. The reactants are: [NH2:1][C:2]1[N:6]([CH2:7][C:8]2[CH:13]=[CH:12][CH:11]=[CH:10][C:9]=2[C:14]([F:17])([F:16])[F:15])[N:5]=[CH:4][C:3]=1[C:18]([NH2:20])=[O:19].[C:21](Cl)(=[O:26])[C:22]([CH3:25])([CH3:24])[CH3:23]. (2) Given the product [F:57][C:54]([F:56])([F:55])[CH2:53][NH:52][C:50]([NH:49][C:45]1[CH:46]=[CH:47][CH:48]=[C:43]([C:40]2[N:37]3[CH:38]=[CH:39][C:34]([C:2]4[N:3]=[C:4]([CH3:9])[N:5]([CH3:8])[C:6]=4[CH3:7])=[CH:35][C:36]3=[N:42][CH:41]=2)[CH:44]=1)=[O:51], predict the reactants needed to synthesize it. The reactants are: Br[C:2]1[N:3]=[C:4]([CH3:9])[N:5]([CH3:8])[C:6]=1[CH3:7].BrC1N(C)C(C)=C(Br)N=1.C([Li])CCC.CI.CC1(C)C(C)(C)OB([C:34]2[CH:39]=[CH:38][N:37]3[C:40]([C:43]4[CH:44]=[C:45]([NH:49][C:50]([NH:52][CH2:53][C:54]([F:57])([F:56])[F:55])=[O:51])[CH:46]=[CH:47][CH:48]=4)=[CH:41][N:42]=[C:36]3[CH:35]=2)O1. (3) Given the product [NH2:24][C:22](=[O:23])/[C:21](/[C:19]#[N:20])=[N:10]/[NH:4][C:3]1[CH:5]=[CH:6][CH:7]=[CH:8][C:2]=1[Br:1], predict the reactants needed to synthesize it. The reactants are: [Br:1][C:2]1[CH:8]=[CH:7][CH:6]=[CH:5][C:3]=1[NH2:4].Cl.[N:10]([O-])=O.[Na+].C([O-])(=O)C.[Na+].[C:19]([CH2:21][C:22]([NH2:24])=[O:23])#[N:20]. (4) Given the product [Cl:1][C:2]1[C:7]([C:8]([NH:22][CH2:23][C:24](=[O:26])[CH3:25])=[O:9])=[C:6]([Cl:11])[N:5]=[CH:4][N:3]=1, predict the reactants needed to synthesize it. The reactants are: [Cl:1][C:2]1[C:7]([C:8](Cl)=[O:9])=[C:6]([Cl:11])[N:5]=[CH:4][N:3]=1.CCN(C(C)C)C(C)C.Cl.[NH2:22][CH2:23][C:24](=[O:26])[CH3:25].